Dataset: Forward reaction prediction with 1.9M reactions from USPTO patents (1976-2016). Task: Predict the product of the given reaction. Given the reactants [C:1]([O:5][C:6]([N:8]1[CH2:13][CH2:12][N:11]([C:14]2[CH:19]=[CH:18][CH:17]=[C:16](Br)[N:15]=2)[CH2:10][CH2:9]1)=[O:7])([CH3:4])([CH3:3])[CH3:2].[CH3:21][C:22]1([CH3:41])[C:31]2[CH:30]=[C:29](B3OC(C)(C)C(C)(C)O3)[CH:28]=[CH:27][C:26]=2[CH2:25][CH2:24][CH2:23]1, predict the reaction product. The product is: [C:1]([O:5][C:6]([N:8]1[CH2:13][CH2:12][N:11]([C:14]2[CH:19]=[CH:18][CH:17]=[C:16]([C:29]3[CH:28]=[CH:27][C:26]4[CH2:25][CH2:24][CH2:23][C:22]([CH3:41])([CH3:21])[C:31]=4[CH:30]=3)[N:15]=2)[CH2:10][CH2:9]1)=[O:7])([CH3:4])([CH3:3])[CH3:2].